This data is from Reaction yield outcomes from USPTO patents with 853,638 reactions. The task is: Predict the reaction yield, written as a fraction of the theoretical maximum amount of product (1.0 means a 100% yield; for example, 0.34 means a 34% yield). (1) The reactants are [CH2:1]([O:8][C:9]1[CH:14]=[CH:13][C:12]([CH:15]([C:20]#[N:21])[CH2:16][C:17]([OH:19])=[O:18])=[C:11]([O:22][CH3:23])[CH:10]=1)[C:2]1[CH:7]=[CH:6][CH:5]=[CH:4][CH:3]=1.[CH3:24]S(O)(=O)=O. The catalyst is CO. The product is [CH2:1]([O:8][C:9]1[CH:14]=[CH:13][C:12]([CH:15]([C:20]#[N:21])[CH2:16][C:17]([O:19][CH3:24])=[O:18])=[C:11]([O:22][CH3:23])[CH:10]=1)[C:2]1[CH:3]=[CH:4][CH:5]=[CH:6][CH:7]=1. The yield is 1.00. (2) The reactants are C(Cl)(=O)C(Cl)=O.CS(C)=O.[OH:11][CH2:12][C@H:13]1[CH2:18][CH2:17][C@H:16]([C:19]([O:21][CH3:22])=[O:20])[CH2:15][CH2:14]1.C(N(CC)CC)C. The catalyst is C(Cl)Cl.C(Cl)(Cl)Cl. The product is [CH:12]([C@H:13]1[CH2:14][CH2:15][C@H:16]([C:19]([O:21][CH3:22])=[O:20])[CH2:17][CH2:18]1)=[O:11]. The yield is 0.910. (3) The reactants are C[O:2][P:3]([CH2:7][C:8]([CH3:25])=[CH:9][CH2:10][C:11]1[C:12]([OH:24])=[C:13]2[C:17](=[C:18]([CH3:22])[C:19]=1[O:20][CH3:21])[CH2:16][O:15][C:14]2=[O:23])(=[O:6])[O:4]C.C[Si](Br)(C)C.N1C(C)=CC=CC=1C. The catalyst is C(#N)C. The product is [OH:24][C:12]1[C:11]([CH2:10][CH:9]=[C:8]([CH3:25])[CH2:7][P:3](=[O:2])([OH:6])[OH:4])=[C:19]([O:20][CH3:21])[C:18]([CH3:22])=[C:17]2[C:13]=1[C:14](=[O:23])[O:15][CH2:16]2. The yield is 0.730. (4) The reactants are [OH-].[Na+].[CH2:3]([OH:21])[CH2:4][O:5][CH2:6][CH2:7][O:8][CH2:9][CH2:10][O:11][CH2:12][CH2:13][O:14][CH2:15][CH2:16][O:17][CH2:18][CH2:19][OH:20].[CH2:22](Cl)[C:23]1[CH:28]=[CH:27][CH:26]=[CH:25][CH:24]=1. The catalyst is O.[Cl-].[Na+].O. The product is [CH2:22]([O:20][CH2:19][CH2:18][O:17][CH2:16][CH2:15][O:14][CH2:13][CH2:12][O:11][CH2:10][CH2:9][O:8][CH2:7][CH2:6][O:5][CH2:4][CH2:3][OH:21])[C:23]1[CH:28]=[CH:27][CH:26]=[CH:25][CH:24]=1. The yield is 0.700. (5) The yield is 0.410. The catalyst is CC#N.O. The product is [C:27]([C:9]1[C:8]2[C:12](=[CH:13][C:5]([O:4][CH2:3][CH2:2][N:29]3[CH2:34][CH2:33][O:32][CH2:31][CH2:30]3)=[CH:6][CH:7]=2)[N:11]([CH2:14][CH3:15])[C:10]=1[C:16]1[CH:21]=[CH:20][C:19]([NH:22][S:23]([CH3:26])(=[O:25])=[O:24])=[CH:18][CH:17]=1)#[N:28]. The reactants are Cl[CH2:2][CH2:3][O:4][C:5]1[CH:13]=[C:12]2[C:8]([C:9]([C:27]#[N:28])=[C:10]([C:16]3[CH:21]=[CH:20][C:19]([NH:22][S:23]([CH3:26])(=[O:25])=[O:24])=[CH:18][CH:17]=3)[N:11]2[CH2:14][CH3:15])=[CH:7][CH:6]=1.[NH:29]1[CH2:34][CH2:33][O:32][CH2:31][CH2:30]1.[Na+].[I-].C(N(C(C)C)CC)(C)C. (6) The reactants are [CH3:1][O:2][C:3](=[O:17])/[CH:4]=[CH:5]/[C:6]1[CH:11]=[CH:10][C:9]([CH:12]2[CH2:16][CH2:15][CH2:14][NH:13]2)=[CH:8][CH:7]=1.[C:18](#[N:21])[CH:19]=[CH2:20]. No catalyst specified. The product is [CH3:1][O:2][C:3](=[O:17])/[CH:4]=[CH:5]/[C:6]1[CH:11]=[CH:10][C:9]([CH:12]2[CH2:16][CH2:15][CH2:14][N:13]2[CH2:20][CH2:19][C:18]#[N:21])=[CH:8][CH:7]=1. The yield is 0.980. (7) The reactants are [C:1]([CH2:3][N:4]1[CH2:8][CH2:7][N:6]([CH2:9][C:10]#[N:11])[CH:5]1[C:12]1[CH:17]=[CH:16][CH:15]=[CH:14][CH:13]=1)#[N:2].[CH2:18]1[CH2:22]O[CH2:20][CH2:19]1. No catalyst specified. The product is [CH:20](=[N:11][CH2:10][CH2:9][N:6]1[CH2:7][CH2:8][N:4]([CH2:3][CH2:1][N:2]=[CH:22][C:18]2[CH:16]=[CH:15][CH:14]=[CH:20][CH:19]=2)[CH:5]1[C:12]1[CH:17]=[CH:16][CH:15]=[CH:14][CH:13]=1)[C:19]1[CH:13]=[CH:12][CH:5]=[CH:22][CH:18]=1. The yield is 0.848. (8) The reactants are O=S(Cl)[Cl:3].[OH-].[Na+].[NH2:7][C@H:8]([C:13]([OH:15])=[O:14])[CH2:9][CH:10]([CH3:12])[CH3:11].[CH:16]1C=C2C(C(O)(O)C(=O)C2=CC=1)=O. The catalyst is C(O)C.CO. The product is [ClH:3].[CH3:16][O:14][C:13](=[O:15])[C@H:8]([CH2:9][CH:10]([CH3:12])[CH3:11])[NH2:7]. The yield is 1.00. (9) The reactants are I[C:2]1[CH:3]=[N:4][C:5]2[C:10]([CH:11]=1)=[CH:9][CH:8]=[CH:7][C:6]=2[N+:12]([O-:14])=[O:13].[C:15]1([S:21]([O-:23])=[O:22])[CH:20]=[CH:19][CH:18]=[CH:17][CH:16]=1.[Na+]. The catalyst is CN(C)C=O. The product is [N+:12]([C:6]1[CH:7]=[CH:8][CH:9]=[C:10]2[C:5]=1[N:4]=[CH:3][C:2]([S:21]([C:15]1[CH:20]=[CH:19][CH:18]=[CH:17][CH:16]=1)(=[O:23])=[O:22])=[CH:11]2)([O-:14])=[O:13]. The yield is 0.580. (10) The reactants are C([O:3][C:4]([C:6]1([NH:17][C:18](=[O:30])[C:19]2[CH:24]=[CH:23][CH:22]=[C:21]([CH3:25])[C:20]=2[O:26][CH:27]([CH3:29])[CH3:28])[CH2:14][C:13]2[C:8](=[CH:9][C:10]([CH3:16])=[C:11]([CH3:15])[CH:12]=2)[CH2:7]1)=[O:5])C.[OH-].[K+].O. The catalyst is CCO. The product is [CH:27]([O:26][C:20]1[C:21]([CH3:25])=[CH:22][CH:23]=[CH:24][C:19]=1[C:18]([NH:17][C:6]1([C:4]([OH:5])=[O:3])[CH2:7][C:8]2[C:13](=[CH:12][C:11]([CH3:15])=[C:10]([CH3:16])[CH:9]=2)[CH2:14]1)=[O:30])([CH3:29])[CH3:28]. The yield is 0.920.